Dataset: Catalyst prediction with 721,799 reactions and 888 catalyst types from USPTO. Task: Predict which catalyst facilitates the given reaction. (1) Reactant: [CH:1]1([C:7]([N:9]([CH3:37])[CH2:10][CH2:11][O:12][C:13]2[CH:18]=[CH:17][C:16]([CH2:19][C@H:20]([NH:25][C:26]3[S:27][CH:28]=[C:29]([C:31]4[CH:36]=[CH:35][CH:34]=[CH:33][CH:32]=4)[N:30]=3)[C:21]([O:23]C)=[O:22])=[CH:15][CH:14]=2)=[O:8])[CH2:6][CH2:5][CH2:4][CH2:3][CH2:2]1.[Li+].[OH-].Cl.O. Product: [CH:1]1([C:7]([N:9]([CH3:37])[CH2:10][CH2:11][O:12][C:13]2[CH:18]=[CH:17][C:16]([CH2:19][C@H:20]([NH:25][C:26]3[S:27][CH:28]=[C:29]([C:31]4[CH:36]=[CH:35][CH:34]=[CH:33][CH:32]=4)[N:30]=3)[C:21]([OH:23])=[O:22])=[CH:15][CH:14]=2)=[O:8])[CH2:6][CH2:5][CH2:4][CH2:3][CH2:2]1. The catalyst class is: 87. (2) Reactant: [C:1]([O:9][CH:10]1[CH2:18][CH:13]2[O:14][C:15](=[O:17])[CH2:16][CH:12]2[CH:11]1[CH:19]=[CH:20][C:21](=[O:34])[CH2:22][O:23][C:24]1[CH:29]=[CH:28][CH:27]=[C:26]([C:30]([F:33])([F:32])[F:31])[CH:25]=1)(=[O:8])[C:2]1[CH:7]=[CH:6][CH:5]=[CH:4][CH:3]=1.B(Cl)([C@@H]1[C@@H](C)[C@H]2C(C)(C)[C@H](C2)C1)[C@@H]1[C@@H](C)[C@H]2C(C)(C)[C@H](C2)C1.C(=O)(O)[O-].[Na+]. Product: [C:1]([O:9][CH:10]1[CH2:18][CH:13]2[O:14][C:15](=[O:17])[CH2:16][CH:12]2[CH:11]1[CH:19]=[CH:20][CH:21]([OH:34])[CH2:22][O:23][C:24]1[CH:29]=[CH:28][CH:27]=[C:26]([C:30]([F:33])([F:32])[F:31])[CH:25]=1)(=[O:8])[C:2]1[CH:7]=[CH:6][CH:5]=[CH:4][CH:3]=1. The catalyst class is: 1.